The task is: Predict the reaction yield, written as a fraction of the theoretical maximum amount of product (1.0 means a 100% yield; for example, 0.34 means a 34% yield).. This data is from Reaction yield outcomes from USPTO patents with 853,638 reactions. The reactants are [Cl-].O[NH3+:3].[C:4](=[O:7])([O-])[OH:5].[Na+].CS(C)=O.[C:13]([C:15]1[CH:20]=[CH:19][CH:18]=[CH:17][C:16]=1[C:21]1[CH:26]=[CH:25][C:24]([CH2:27][C:28]2[C:33](=[O:34])[N:32]([C:35]3[CH:46]=[CH:45][C:38]([O:39][CH:40]([CH3:44])[C:41]([NH2:43])=[O:42])=[CH:37][CH:36]=3)[C:31]([CH3:47])=[N:30][C:29]=2[CH2:48][CH2:49][CH3:50])=[CH:23][CH:22]=1)#[N:14]. The catalyst is O.C(OCC)(=O)C. The product is [CH3:47][C:31]1[N:32]([C:35]2[CH:36]=[CH:37][C:38]([O:39][CH:40]([CH3:44])[C:41]([NH2:43])=[O:42])=[CH:45][CH:46]=2)[C:33](=[O:34])[C:28]([CH2:27][C:24]2[CH:23]=[CH:22][C:21]([C:16]3[CH:17]=[CH:18][CH:19]=[CH:20][C:15]=3[C:13]3[NH:3][C:4](=[O:7])[O:5][N:14]=3)=[CH:26][CH:25]=2)=[C:29]([CH2:48][CH2:49][CH3:50])[N:30]=1. The yield is 0.550.